Dataset: Reaction yield outcomes from USPTO patents with 853,638 reactions. Task: Predict the reaction yield, written as a fraction of the theoretical maximum amount of product (1.0 means a 100% yield; for example, 0.34 means a 34% yield). (1) The reactants are CS(C)=O.C(Cl)(=O)C(Cl)=O.[CH:11]([N:24]1[CH2:27][CH:26]([OH:28])[CH2:25]1)([C:18]1[CH:23]=[CH:22][CH:21]=[CH:20][CH:19]=1)[C:12]1[CH:17]=[CH:16][CH:15]=[CH:14][CH:13]=1.C(N(CC)CC)C. The catalyst is C(Cl)Cl. The product is [CH:11]([N:24]1[CH2:27][C:26](=[O:28])[CH2:25]1)([C:18]1[CH:23]=[CH:22][CH:21]=[CH:20][CH:19]=1)[C:12]1[CH:13]=[CH:14][CH:15]=[CH:16][CH:17]=1. The yield is 1.05. (2) The product is [N+:6]([C:9]1[CH:14]=[CH:13][C:12]2[O:15][CH2:2][C:3](=[O:4])[NH:16][C:11]=2[CH:10]=1)([O-:8])=[O:7]. The reactants are Cl[CH2:2][C:3](Cl)=[O:4].[N+:6]([C:9]1[CH:14]=[CH:13][C:12]([OH:15])=[C:11]([NH2:16])[CH:10]=1)([O-:8])=[O:7].C([O-])(O)=O.[Na+]. The yield is 0.410. The catalyst is [Cl-].C([N+](C)(C)C)C1C=CC=CC=1.C(Cl)(Cl)Cl. (3) The reactants are [BH4-].[Na+].[O:3]=[C:4]1[N:8]([C:9]2[CH:10]=[CH:11][C:12]3[C:18](=[O:19])[CH2:17][CH2:16][CH2:15][CH2:14][C:13]=3[CH:20]=2)[CH2:7][CH:6]([CH2:21][NH:22][C:23](=[O:25])[CH3:24])[O:5]1.C([O-])(O)=O.[Na+]. The catalyst is CCO. The product is [OH:19][CH:18]1[C:12]2[CH:11]=[CH:10][C:9]([N:8]3[CH2:7][CH:6]([CH2:21][NH:22][C:23](=[O:25])[CH3:24])[O:5][C:4]3=[O:3])=[CH:20][C:13]=2[CH2:14][CH2:15][CH2:16][CH2:17]1. The yield is 0.930. (4) The reactants are C(=O)([O-])[O-].[Cs+].[Cs+].[Cl:7][C:8]1[CH:9]=[C:10]([O:15][C:16]2[CH:21]=[CH:20][CH:19]=[CH:18][CH:17]=2)[C:11]([OH:14])=[N:12][CH:13]=1.[CH2:22]([O:24][C:25](=[O:45])[CH2:26][S:27][C:28]1[CH:33]=[CH:32][C:31]([O:34][CH2:35][CH2:36][C@@H:37](OS(C)(=O)=O)[CH3:38])=[CH:30][C:29]=1[CH3:44])[CH3:23]. The catalyst is CN(C=O)C. The product is [CH2:22]([O:24][C:25](=[O:45])[CH2:26][S:27][C:28]1[CH:33]=[CH:32][C:31]([O:34][CH2:35][CH2:36][C@@H:37]([O:14][C:11]2[C:10]([O:15][C:16]3[CH:21]=[CH:20][CH:19]=[CH:18][CH:17]=3)=[CH:9][C:8]([Cl:7])=[CH:13][N:12]=2)[CH3:38])=[CH:30][C:29]=1[CH3:44])[CH3:23]. The yield is 0.320.